From a dataset of Reaction yield outcomes from USPTO patents with 853,638 reactions. Predict the reaction yield, written as a fraction of the theoretical maximum amount of product (1.0 means a 100% yield; for example, 0.34 means a 34% yield). (1) The reactants are [Cl:1][C:2]1[CH:3]=[CH:4][C:5]([C:12]#[CH:13])=[C:6]([CH:11]=1)[C:7]([O:9][CH3:10])=[O:8]. The catalyst is C(OCC)(=O)C.[Pd]. The product is [Cl:1][C:2]1[CH:3]=[CH:4][C:5]([CH2:12][CH3:13])=[C:6]([CH:11]=1)[C:7]([O:9][CH3:10])=[O:8]. The yield is 0.939. (2) The reactants are [CH:1]1([N:4]2[C:13]3[C:8](=[CH:9][C:10]([F:17])=[C:11](F)[C:12]=3[O:14][CH3:15])[C:7](=[O:18])[C:6]3[C:19]([OH:25])=[C:20]([C:22]([NH2:24])=[O:23])[S:21][C:5]2=3)[CH2:3][CH2:2]1.C1(N2C3C(=CC(F)=C(F)C=3OC)C(=O)C(C(OCC)=O)=C2S)CC1.C1(N2C3C(=CC(F)=C(F)C=3)C(=O)C3C(O)=C(C(N)=O)SC2=3)CC1.[NH:73]1[CH2:77][CH2:76][C@@H:75]([C:78]([NH2:81])([CH3:80])[CH3:79])[CH2:74]1.Cl. The catalyst is N1C=CC=CC=1.CO. The product is [NH2:81][C:78]([C@@H:75]1[CH2:76][CH2:77][N:73]([C:11]2[C:12]([O:14][CH3:15])=[C:13]3[C:8]([C:7](=[O:18])[C:6]4[C:19]([OH:25])=[C:20]([C:22]([NH2:24])=[O:23])[S:21][C:5]=4[N:4]3[CH:1]3[CH2:3][CH2:2]3)=[CH:9][C:10]=2[F:17])[CH2:74]1)([CH3:80])[CH3:79]. The yield is 0.290. (3) The reactants are [CH3:1][O:2][C:3]1[CH:4]=[C:5]([CH:14]=[CH:15][C:16]=1[N+:17]([O-])=O)[O:6][CH2:7][CH2:8][N:9]1[CH2:13][CH2:12][CH2:11][CH2:10]1.[H][H]. The catalyst is C(OCC)(=O)C.[Pd]. The product is [CH3:1][O:2][C:3]1[CH:4]=[C:5]([O:6][CH2:7][CH2:8][N:9]2[CH2:10][CH2:11][CH2:12][CH2:13]2)[CH:14]=[CH:15][C:16]=1[NH2:17]. The yield is 0.890.